From a dataset of Catalyst prediction with 721,799 reactions and 888 catalyst types from USPTO. Predict which catalyst facilitates the given reaction. (1) Reactant: [CH:1](OCC)(OCC)OCC.[CH3:11][C:12]1([CH3:20])[O:19][C:17](=[O:18])[CH2:16][C:14](=[O:15])[O:13]1.[CH2:21]([C:28]1[CH:29]=[C:30]([CH:32]=[CH:33][CH:34]=1)[NH2:31])[C:22]1[CH:27]=[CH:26][CH:25]=[CH:24][CH:23]=1.[CH2:35]([C:42]1[CH:48]=[CH:47][C:45]([NH2:46])=[CH:44][CH:43]=1)[C:36]1[CH:41]=[CH:40][CH:39]=[CH:38][CH:37]=1. Product: [CH2:21]([C:28]1[CH:29]=[C:30]([NH:31][CH:1]=[C:16]2[C:17](=[O:18])[O:19][C:12]([CH3:20])([CH3:11])[O:13][C:14]2=[O:15])[CH:32]=[CH:33][CH:34]=1)[C:22]1[CH:23]=[CH:24][CH:25]=[CH:26][CH:27]=1.[CH2:35]([C:42]1[CH:43]=[CH:44][C:45]([NH:46][CH:1]=[C:16]2[C:17](=[O:18])[O:19][C:12]([CH3:20])([CH3:11])[O:13][C:14]2=[O:15])=[CH:47][CH:48]=1)[C:36]1[CH:37]=[CH:38][CH:39]=[CH:40][CH:41]=1. The catalyst class is: 5. (2) Reactant: [Br:1][C:2]1[C:9]([O:10][CH3:11])=[CH:8][C:5]([CH:6]=[O:7])=[CH:4][C:3]=1[O:12][CH3:13].[CH3:14][Mg+].[Br-]. Product: [Br:1][C:2]1[C:9]([O:10][CH3:11])=[CH:8][C:5]([CH:6]([OH:7])[CH3:14])=[CH:4][C:3]=1[O:12][CH3:13]. The catalyst class is: 1.